From a dataset of Full USPTO retrosynthesis dataset with 1.9M reactions from patents (1976-2016). Predict the reactants needed to synthesize the given product. (1) Given the product [Cl:1][C:2]1[CH:7]=[CH:6][C:5]([C:8]2([OH:16])[CH2:13][CH2:12][N:11]([CH2:19][CH2:18][C:17]([N:33]3[CH2:32][CH2:31][CH2:30][O:29][CH:28]([CH2:27][C:26]4[CH:25]=[CH:24][C:23]([F:22])=[CH:36][CH:35]=4)[CH2:34]3)=[O:20])[CH2:10][C:9]2([CH3:14])[CH3:15])=[CH:4][CH:3]=1, predict the reactants needed to synthesize it. The reactants are: [Cl:1][C:2]1[CH:7]=[CH:6][C:5]([C:8]2([OH:16])[CH2:13][CH2:12][NH:11][CH2:10][C:9]2([CH3:15])[CH3:14])=[CH:4][CH:3]=1.[C:17](O)(=[O:20])[CH2:18][CH3:19].[F:22][C:23]1[CH:36]=[CH:35][C:26]([CH2:27][CH:28]2[CH2:34][NH:33][CH2:32][CH2:31][CH2:30][O:29]2)=[CH:25][CH:24]=1.CCN=C=NCCCN(C)C.C1C=CC2N(O)N=NC=2C=1.CCN(C(C)C)C(C)C. (2) Given the product [C:3]([C:7]1[CH:8]=[C:9]([CH:26]=[CH:27][CH:28]=1)[CH2:10][CH:11]([CH:17]([C:19]1[CH:24]=[CH:23][CH:22]=[C:21]([Cl:25])[CH:20]=1)[OH:18])[C:12]([O:14][CH2:15][CH3:16])=[O:13])([CH3:4])([CH3:5])[CH3:6], predict the reactants needed to synthesize it. The reactants are: [BH4-].[Na+].[C:3]([C:7]1[CH:8]=[C:9]([CH:26]=[CH:27][CH:28]=1)[CH2:10][CH:11]([C:17]([C:19]1[CH:24]=[CH:23][CH:22]=[C:21]([Cl:25])[CH:20]=1)=[O:18])[C:12]([O:14][CH2:15][CH3:16])=[O:13])([CH3:6])([CH3:5])[CH3:4]. (3) Given the product [CH3:35][N:36]([CH3:80])[CH2:37][CH2:38][N:39]1[CH2:40][CH2:41][N:42]([C:45]2[N:46]=[C:47]([O:78][CH3:79])[C:48]3[C:53]([C:54]4[CH:55]=[CH:56][CH:57]=[CH:58][CH:59]=4)=[C:52]([C:60]4[CH:61]=[CH:62][C:63]([C:66]5([NH2:70])[CH2:67][CH2:68][CH2:69]5)=[CH:64][CH:65]=4)[O:51][C:49]=3[N:50]=2)[CH2:43][CH2:44]1, predict the reactants needed to synthesize it. The reactants are: COC1C2C(C3C=CC=CC=3)=C(C3C=CC(C4(N)CCC4)=CC=3)OC=2N=C(N2CCOCC2)N=1.[CH3:35][N:36]([CH3:80])[CH2:37][CH2:38][N:39]1[CH2:44][CH2:43][N:42]([C:45]2[N:46]=[C:47]([O:78][CH3:79])[C:48]3[C:53]([C:54]4[CH:59]=[CH:58][CH:57]=[CH:56][CH:55]=4)=[C:52]([C:60]4[CH:65]=[CH:64][C:63]([C:66]5([NH:70]C(=O)OC(C)(C)C)[CH2:69][CH2:68][CH2:67]5)=[CH:62][CH:61]=4)[O:51][C:49]=3[N:50]=2)[CH2:41][CH2:40]1. (4) Given the product [C:1]([CH:5]1[CH2:10][CH2:9][CH:8]([C:11]2[CH:12]=[C:13]([NH:17][C:18](=[O:29])[CH2:19][C:20]3[CH:25]=[CH:24][C:23]([O:26][CH2:31][C:32]([O:34][CH2:35][CH3:36])=[O:33])=[C:22]([O:27][CH3:28])[CH:21]=3)[CH:14]=[CH:15][CH:16]=2)[CH2:7][CH2:6]1)([CH3:4])([CH3:2])[CH3:3], predict the reactants needed to synthesize it. The reactants are: [C:1]([CH:5]1[CH2:10][CH2:9][CH:8]([C:11]2[CH:12]=[C:13]([NH:17][C:18](=[O:29])[CH2:19][C:20]3[CH:25]=[CH:24][C:23]([OH:26])=[C:22]([O:27][CH3:28])[CH:21]=3)[CH:14]=[CH:15][CH:16]=2)[CH2:7][CH2:6]1)([CH3:4])([CH3:3])[CH3:2].Br[CH2:31][C:32]([O:34][CH2:35][CH3:36])=[O:33].C(=O)([O-])[O-].[K+].[K+]. (5) Given the product [S:11]1[C:10]2[C:5]3[CH:6]=[CH:7][CH:8]=[CH:9][C:4]=3[NH:1][C:14]=2[CH:13]=[CH:12]1, predict the reactants needed to synthesize it. The reactants are: [N:1]([C:4]1[CH:9]=[CH:8][CH:7]=[CH:6][C:5]=1[C:10]1[S:11][CH:12]=[CH:13][CH:14]=1)=[N+]=[N-]. (6) Given the product [C@H:13]12[CH2:14][NH:8][C@H:9]1[CH2:10][N:11]([C:20]([O:22][CH2:23][C:24]1[CH:29]=[CH:28][CH:27]=[CH:26][CH:25]=1)=[O:21])[CH2:12]2, predict the reactants needed to synthesize it. The reactants are: FC(F)(F)C(O)=O.[NH2:8][C@@H:9]1[C@H:13]([CH2:14]OS(C)(=O)=O)[CH2:12][N:11]([C:20]([O:22][CH2:23][C:24]2[CH:29]=[CH:28][CH:27]=[CH:26][CH:25]=2)=[O:21])[CH2:10]1.[OH-].[Na+]. (7) Given the product [CH2:11]=[CH:10][C:9]#[N:12].[CH2:1]=[CH:2][C:3]1[CH:8]=[CH:7][CH:6]=[CH:5][CH:4]=1, predict the reactants needed to synthesize it. The reactants are: [CH2:1]=[CH:2][C:3]1[CH:8]=[CH:7][CH:6]=[CH:5][CH:4]=1.[C:9](#[N:12])[CH:10]=[CH2:11].P([O-])([O-])([O-])=O.[Ca+2].P([O-])([O-])([O-])=O.[Ca+2].[Ca+2].C(OOCCCCCCCCCCCC)CCCCCCCCCCC.CC(C(C(C(S)(C)C)(C)C)(C)C)C. (8) Given the product [CH3:1][C:2]1[CH:10]=[C:9]([CH3:11])[CH:8]=[C:7]2[C:3]=1[C:4]([CH2:12][N:13]([CH3:18])[CH3:14])=[CH:5][NH:6]2, predict the reactants needed to synthesize it. The reactants are: [CH3:1][C:2]1[CH:10]=[C:9]([CH3:11])[CH:8]=[C:7]2[C:3]=1[CH:4]=[CH:5][NH:6]2.[CH3:12][N:13]([CH3:18])[CH2:14]N(C)C.